This data is from HIV replication inhibition screening data with 41,000+ compounds from the AIDS Antiviral Screen. The task is: Binary Classification. Given a drug SMILES string, predict its activity (active/inactive) in a high-throughput screening assay against a specified biological target. (1) The molecule is CCOC(=O)C(CCCC(C(=O)OCC)C(=O)OCC)C(=O)OCC. The result is 0 (inactive). (2) The molecule is N=c1ccn(C2OC(COC(=O)c3ccccc3)C(OC(=O)c3ccccc3)C2I)c(=O)[nH]1. The result is 0 (inactive).